Dataset: Catalyst prediction with 721,799 reactions and 888 catalyst types from USPTO. Task: Predict which catalyst facilitates the given reaction. (1) Reactant: [F-].[Cs+].[OH:3][C:4]1[CH:5]=[C:6]([CH:11]=[C:12]([O:15][CH3:16])[C:13]=1[OH:14])[C:7]([O:9][CH3:10])=[O:8].Br[CH2:18]Br.CCOCC. Product: [CH2:16]1[O:14][C:13]2[C:4]([O:3][CH3:18])=[CH:5][C:6]([C:7]([O:9][CH3:10])=[O:8])=[CH:11][C:12]=2[O:15]1. The catalyst class is: 3. (2) Reactant: Cl[C:2]1[C:3]([CH3:23])=[C:4]([N:11]2[CH2:16][CH2:15][CH:14]([N:17]3[CH2:22][CH2:21][CH2:20][CH2:19][CH2:18]3)[CH2:13][CH2:12]2)[CH:5]=[CH:6][C:7]=1[N+:8]([O-:10])=[O:9].[CH3:24][O-:25].[Na+].O. Product: [CH3:23][C:3]1[C:2]([O:25][CH3:24])=[C:7]([N+:8]([O-:10])=[O:9])[CH:6]=[CH:5][C:4]=1[N:11]1[CH2:16][CH2:15][CH:14]([N:17]2[CH2:22][CH2:21][CH2:20][CH2:19][CH2:18]2)[CH2:13][CH2:12]1. The catalyst class is: 3. (3) Reactant: Cl.[F:2][C:3]1[CH:8]=[CH:7][C:6]([CH:9]2[CH2:12][C:11]3([CH2:17][CH2:16][NH:15][CH2:14][CH2:13]3)[CH2:10]2)=[CH:5][C:4]=1[CH3:18].C1([O:25][C:26](=O)[NH:27][C:28]2[O:32][N:31]=[C:30]([CH3:33])[C:29]=2[CH3:34])C=CC=CC=1.C(N(C(C)C)CC)(C)C. Product: [CH3:33][C:30]1[C:29]([CH3:34])=[C:28]([NH:27][C:26]([N:15]2[CH2:16][CH2:17][C:11]3([CH2:12][CH:9]([C:6]4[CH:7]=[CH:8][C:3]([F:2])=[C:4]([CH3:18])[CH:5]=4)[CH2:10]3)[CH2:13][CH2:14]2)=[O:25])[O:32][N:31]=1. The catalyst class is: 10. (4) Reactant: C1(P(C2CCCCC2)C2CCCCC2)CCCCC1.[F:20][C:21]1[CH:30]=[C:29](B2OC(C)(C)C(C)(C)O2)[CH:28]=[C:27]2[C:22]=1[N:23]=[CH:24][CH:25]=[N:26]2.[CH3:40][O:41][C:42](=[O:65])[C:43]1[CH:48]=[CH:47][CH:46]=[CH:45][C:44]=1[NH:49][C:50]1[N:54]([C:55]2[CH:60]=[C:59]([CH3:61])[CH:58]=[CH:57][C:56]=2[CH3:62])[N:53]=[C:52]([CH3:63])[C:51]=1Br.P([O-])([O-])([O-])=O.[K+].[K+].[K+]. Product: [CH3:40][O:41][C:42](=[O:65])[C:43]1[CH:48]=[CH:47][CH:46]=[CH:45][C:44]=1[NH:49][C:50]1[N:54]([C:55]2[CH:60]=[C:59]([CH3:61])[CH:58]=[CH:57][C:56]=2[CH3:62])[N:53]=[C:52]([CH3:63])[C:51]=1[C:29]1[CH:28]=[C:27]2[C:22](=[C:21]([F:20])[CH:30]=1)[N:23]=[CH:24][CH:25]=[N:26]2. The catalyst class is: 127. (5) Reactant: [I:1][C:2]1[CH:6]=[CH:5][NH:4][N:3]=1.F[C:8]1[CH:13]=[CH:12][C:11]([C:14]([F:17])([F:16])[F:15])=[CH:10][CH:9]=1.C(=O)([O-])[O-].[K+].[K+]. Product: [I:1][C:2]1[CH:6]=[CH:5][N:4]([C:8]2[CH:13]=[CH:12][C:11]([C:14]([F:17])([F:16])[F:15])=[CH:10][CH:9]=2)[N:3]=1. The catalyst class is: 35. (6) Reactant: [Li][CH:2](CC)C.C1CCCCC1.CN(CCN(C)C)C.[CH3:20][C:21]([N:24]([CH3:38])[C:25](=[O:37])[C:26]1[CH:31]=[CH:30][CH:29]=[C:28]([F:32])[C:27]=1[Si:33]([CH3:36])([CH3:35])[CH3:34])([CH3:23])[CH3:22].CI.C(O)(=O)CC(CC(O)=O)(C(O)=O)O. Product: [CH3:23][C:21]([N:24]([CH3:38])[C:25](=[O:37])[C:26]1[C:31]([CH3:2])=[CH:30][CH:29]=[C:28]([F:32])[C:27]=1[Si:33]([CH3:34])([CH3:35])[CH3:36])([CH3:20])[CH3:22]. The catalyst class is: 1. (7) Reactant: Br[C:2]1[CH:7]=[C:6]([CH3:8])[CH:5]=[C:4]([CH3:9])[N:3]=1.[CH:10]([C:12]1[C:20]2[C:15](=[CH:16][C:17]([N+:21]([O-:23])=[O:22])=[CH:18][CH:19]=2)[N:14]([CH:24]2[CH2:29][CH2:28][CH2:27][CH2:26][O:25]2)[N:13]=1)=[CH2:11].C1(C)C=CC=CC=1P(C1C=CC=CC=1C)C1C=CC=CC=1C.C(N(C(C)C)CC)(C)C. Product: [CH3:8][C:6]1[CH:5]=[C:4]([CH3:9])[N:3]=[C:2]([CH:11]=[CH:10][C:12]2[C:20]3[C:15](=[CH:16][C:17]([N+:21]([O-:23])=[O:22])=[CH:18][CH:19]=3)[N:14]([CH:24]3[CH2:29][CH2:28][CH2:27][CH2:26][O:25]3)[N:13]=2)[CH:7]=1. The catalyst class is: 274. (8) Reactant: [OH:1][CH:2]1[CH2:9][CH:8]2[CH:4]([CH2:5][C:6](=[O:10])[CH2:7]2)[CH2:3]1.[C:11](OC(=O)C)(=[O:13])[CH3:12]. Product: [C:11]([O:10][CH:6]1[CH2:7][CH:8]2[CH:4]([CH2:3][C:2](=[O:1])[CH2:9]2)[CH2:5]1)(=[O:13])[CH3:12]. The catalyst class is: 537. (9) Reactant: [C:1]1([C:10]2[CH:15]=[CH:14][CH:13]=[CH:12][CH:11]=2)[CH:6]=[CH:5][C:4](B(O)O)=[CH:3][CH:2]=1.[CH3:16][C:17]1[CH:21]=[C:20]([C:22]([O:24][CH2:25][CH3:26])=[O:23])[NH:19][N:18]=1.N1C=CC=CC=1. Product: [CH3:16][C:17]1[CH:21]=[C:20]([C:22]([O:24][CH2:25][CH3:26])=[O:23])[N:19]([C:4]2[CH:5]=[CH:6][C:1]([C:10]3[CH:15]=[CH:14][CH:13]=[CH:12][CH:11]=3)=[CH:2][CH:3]=2)[N:18]=1. The catalyst class is: 302.